This data is from Forward reaction prediction with 1.9M reactions from USPTO patents (1976-2016). The task is: Predict the product of the given reaction. Given the reactants [F:1][C:2]1[CH:3]=[C:4]([N+:10]([O-:12])=[O:11])[CH:5]=[C:6]([F:9])[C:7]=1F.[CH3:13][CH:14]([C:20]([O:22][CH2:23][CH3:24])=[O:21])[C:15]([O:17][CH2:18][CH3:19])=[O:16].[OH-].[Na+], predict the reaction product. The product is: [F:9][C:6]1[CH:5]=[C:4]([N+:10]([O-:12])=[O:11])[CH:3]=[C:2]([F:1])[C:7]=1[C:14]([CH3:13])([C:15]([O:17][CH2:18][CH3:19])=[O:16])[C:20]([O:22][CH2:23][CH3:24])=[O:21].